From a dataset of Forward reaction prediction with 1.9M reactions from USPTO patents (1976-2016). Predict the product of the given reaction. Given the reactants [Cl:1][C:2]1[C:3]([NH:17][C:18]2[N:28]=[C:27]3[C:21]([N:22]([CH3:35])[C:23](=[O:34])[CH2:24][CH2:25][N:26]3[CH:29]3[CH2:33][CH2:32][CH2:31][CH2:30]3)=[CH:20][N:19]=2)=[CH:4][C:5]([F:16])=[C:6]([CH:15]=1)[C:7]([NH:9][C@@H:10]1[CH2:14][CH2:13][NH:12][CH2:11]1)=[O:8].[C:36](O)(=O)C.C([O-])(=O)C.[Na+].C([BH3-])#N.[Na+], predict the reaction product. The product is: [Cl:1][C:2]1[C:3]([NH:17][C:18]2[N:28]=[C:27]3[C:21]([N:22]([CH3:35])[C:23](=[O:34])[CH2:24][CH2:25][N:26]3[CH:29]3[CH2:33][CH2:32][CH2:31][CH2:30]3)=[CH:20][N:19]=2)=[CH:4][C:5]([F:16])=[C:6]([CH:15]=1)[C:7]([NH:9][C@@H:10]1[CH2:14][CH2:13][N:12]([CH3:36])[CH2:11]1)=[O:8].